This data is from Peptide-MHC class II binding affinity with 134,281 pairs from IEDB. The task is: Regression. Given a peptide amino acid sequence and an MHC pseudo amino acid sequence, predict their binding affinity value. This is MHC class II binding data. (1) The binding affinity (normalized) is 0.0778. The MHC is H-2-IAd with pseudo-sequence H-2-IAd. The peptide sequence is LVRERRRPRRIRRSA. (2) The peptide sequence is PGVDYTITVYAVTYY. The MHC is DRB1_1602 with pseudo-sequence DRB1_1602. The binding affinity (normalized) is 0.199. (3) The peptide sequence is MSMASSSSSSLLAMA. The MHC is HLA-DQA10501-DQB10301 with pseudo-sequence HLA-DQA10501-DQB10301. The binding affinity (normalized) is 0.329. (4) The peptide sequence is FKPFAEYKSDYVYEP. The MHC is HLA-DPA10103-DPB10301 with pseudo-sequence HLA-DPA10103-DPB10301. The binding affinity (normalized) is 0.0760. (5) The binding affinity (normalized) is 0.697. The peptide sequence is GELQSVDKIDAAFKI. The MHC is DRB1_0701 with pseudo-sequence DRB1_0701. (6) The peptide sequence is EGRKVAIKGPLRISA. The MHC is DRB5_0101 with pseudo-sequence DRB5_0101. The binding affinity (normalized) is 0.797. (7) The peptide sequence is NMLTHSINSLISDNL. The MHC is DRB1_1501 with pseudo-sequence DRB1_1501. The binding affinity (normalized) is 0.0776.